From a dataset of Full USPTO retrosynthesis dataset with 1.9M reactions from patents (1976-2016). Predict the reactants needed to synthesize the given product. Given the product [CH3:1][O:2][CH2:3][CH2:4][N:5]1[C:13]2[C:8](=[CH:9][C:10]([C:14]([OH:16])=[O:15])=[CH:11][CH:12]=2)[CH:7]=[CH:6]1, predict the reactants needed to synthesize it. The reactants are: [CH3:1][O:2][CH2:3][CH2:4][N:5]1[C:13]2[C:8](=[CH:9][C:10]([C:14]([O:16]C)=[O:15])=[CH:11][CH:12]=2)[CH:7]=[CH:6]1.[OH-].[Na+].Cl.